This data is from Reaction yield outcomes from USPTO patents with 853,638 reactions. The task is: Predict the reaction yield, written as a fraction of the theoretical maximum amount of product (1.0 means a 100% yield; for example, 0.34 means a 34% yield). The reactants are C([O:3][P:4]([CH2:9][CH2:10][N:11]([S:37]([CH3:40])(=[O:39])=[O:38])[CH2:12][C:13]([CH3:36])=[CH:14][CH2:15][C:16]1[C:17]([O:29]CC[Si](C)(C)C)=[C:18]2[C:22](=[C:23]([CH3:27])[C:24]=1[O:25][CH3:26])[CH2:21][O:20][C:19]2=[O:28])(=[O:8])[O:5]CC)C.C[Si](Br)(C)C.N1C(C)=CC=CC=1C.Cl. The catalyst is C(#N)C.CCOC(C)=O. The product is [OH:29][C:17]1[C:16]([CH2:15][CH:14]=[C:13]([CH3:36])[CH2:12][N:11]([S:37]([CH3:40])(=[O:38])=[O:39])[CH2:10][CH2:9][P:4](=[O:3])([OH:8])[OH:5])=[C:24]([O:25][CH3:26])[C:23]([CH3:27])=[C:22]2[C:18]=1[C:19](=[O:28])[O:20][CH2:21]2. The yield is 0.730.